Dataset: Forward reaction prediction with 1.9M reactions from USPTO patents (1976-2016). Task: Predict the product of the given reaction. (1) Given the reactants [CH:1]1([CH2:6][CH:7]([C:11]2[CH:16]=[CH:15][C:14]([S:17]([CH2:20][O:21][CH2:22][CH3:23])(=[O:19])=[O:18])=[CH:13][CH:12]=2)[C:8]([OH:10])=O)[CH2:5][CH2:4][CH2:3][CH2:2]1.C1C=CC2N(O)N=NC=2C=1.CCN=C=NCCCN(C)C.Cl.Cl.[CH3:47][O:48][C:49]1[N:54]=[C:53]2[S:55][C:56]([NH2:58])=[N:57][C:52]2=[CH:51][CH:50]=1.CCN(C(C)C)C(C)C.C(=O)(O)[O-].[Na+], predict the reaction product. The product is: [CH:1]1([CH2:6][CH:7]([C:11]2[CH:16]=[CH:15][C:14]([S:17]([CH2:20][O:21][CH2:22][CH3:23])(=[O:18])=[O:19])=[CH:13][CH:12]=2)[C:8]([NH:58][C:56]2[S:55][C:53]3[C:52]([N:57]=2)=[CH:51][CH:50]=[C:49]([O:48][CH3:47])[N:54]=3)=[O:10])[CH2:2][CH2:3][CH2:4][CH2:5]1. (2) Given the reactants Cl[C:2]1[N:7]2[N:8]=[CH:9][C:10]([C:11]([O:13][CH2:14][CH3:15])=[O:12])=[C:6]2[N:5]=[CH:4][C:3]=1[C:16]([N:18]1[CH2:23][CH2:22][CH:21]([C:24]2[CH:29]=[CH:28][CH:27]=[CH:26][CH:25]=2)[CH2:20][CH2:19]1)=[O:17].[CH3:30][N:31]1[C:39]2[C:34](=[C:35]([NH2:40])[CH:36]=[CH:37][CH:38]=2)[CH:33]=[CH:32]1, predict the reaction product. The product is: [CH2:14]([O:13][C:11]([C:10]1[CH:9]=[N:8][N:7]2[C:2]([NH:40][C:35]3[CH:36]=[CH:37][CH:38]=[C:39]4[C:34]=3[CH:33]=[CH:32][N:31]4[CH3:30])=[C:3]([C:16]([N:18]3[CH2:23][CH2:22][CH:21]([C:24]4[CH:29]=[CH:28][CH:27]=[CH:26][CH:25]=4)[CH2:20][CH2:19]3)=[O:17])[CH:4]=[N:5][C:6]=12)=[O:12])[CH3:15]. (3) Given the reactants [Cl:1][C:2]1[CH:3]=[C:4]2[C:9](=[CH:10][CH:11]=1)[N:8]=[C:7]([NH:12][C:13](=[O:17])OCC)[C:6]([O:18][CH3:19])=[N:5]2.[N:20]1[CH:25]=[CH:24][CH:23]=[N:22][C:21]=1[N:26]1[CH2:31][CH2:30][NH:29][CH2:28][CH2:27]1, predict the reaction product. The product is: [Cl:1][C:2]1[CH:3]=[C:4]2[C:9](=[CH:10][CH:11]=1)[N:8]=[C:7]([NH:12][C:13]([N:29]1[CH2:30][CH2:31][N:26]([C:21]3[N:20]=[CH:25][CH:24]=[CH:23][N:22]=3)[CH2:27][CH2:28]1)=[O:17])[C:6]([O:18][CH3:19])=[N:5]2. (4) Given the reactants Br[C:2]1[CH:7]=[CH:6][N:5]=[C:4]([NH:8][C:9](=[O:14])[CH2:10][CH:11]2[CH2:13][CH2:12]2)[CH:3]=1.[B:15]1([B:15]2[O:19][C:18]([CH3:21])([CH3:20])[C:17]([CH3:23])([CH3:22])[O:16]2)[O:19][C:18]([CH3:21])([CH3:20])[C:17]([CH3:23])([CH3:22])[O:16]1.C([O-])(=O)C.[K+], predict the reaction product. The product is: [CH:11]1([CH2:10][C:9]([NH:8][C:4]2[CH:3]=[C:2]([B:15]3[O:19][C:18]([CH3:21])([CH3:20])[C:17]([CH3:23])([CH3:22])[O:16]3)[CH:7]=[CH:6][N:5]=2)=[O:14])[CH2:13][CH2:12]1.